From a dataset of Peptide-MHC class I binding affinity with 185,985 pairs from IEDB/IMGT. Regression. Given a peptide amino acid sequence and an MHC pseudo amino acid sequence, predict their binding affinity value. This is MHC class I binding data. (1) The peptide sequence is LLFRMILNY. The MHC is HLA-B57:01 with pseudo-sequence HLA-B57:01. The binding affinity (normalized) is 0.0847. (2) The peptide sequence is RVATENIAV. The MHC is HLA-B40:01 with pseudo-sequence HLA-B40:01. The binding affinity (normalized) is 0.0847.